From a dataset of Catalyst prediction with 721,799 reactions and 888 catalyst types from USPTO. Predict which catalyst facilitates the given reaction. Product: [F:1][C:2]1[CH:3]=[CH:4][C:5]([C:6](/[N:8]=[C:9]2\[NH:10][C:11]3[CH:29]=[CH:28][C:27]([CH2:30][O:31][CH3:38])=[CH:26][C:12]=3[N:13]\2[C@H:14]2[CH2:19][CH2:18][C@@H:17]([C:20](=[O:25])[NH:21][CH:22]([CH3:23])[CH3:24])[CH2:16][CH2:15]2)=[O:7])=[CH:32][CH:33]=1. The catalyst class is: 2. Reactant: [F:1][C:2]1[CH:33]=[CH:32][C:5]([C:6](/[N:8]=[C:9]2\[NH:10][C:11]3[CH:29]=[CH:28][C:27]([CH2:30][OH:31])=[CH:26][C:12]=3[N:13]\2[C@H:14]2[CH2:19][CH2:18][C@@H:17]([C:20](=[O:25])[NH:21][CH:22]([CH3:24])[CH3:23])[CH2:16][CH2:15]2)=[O:7])=[CH:4][CH:3]=1.S(Cl)(Cl)=O.[CH3:38][O-].[Na+].